From a dataset of Catalyst prediction with 721,799 reactions and 888 catalyst types from USPTO. Predict which catalyst facilitates the given reaction. (1) The catalyst class is: 1. Product: [C:1]12([CH2:11][NH:12][C:13]([C:15]3[C:20]([Cl:21])=[CH:19][CH:18]=[C:17]([NH2:22])[N:16]=3)=[O:14])[CH2:2][CH:3]3[CH2:4][CH:5]([CH2:6][CH:7]([CH2:9]3)[CH2:8]1)[CH2:10]2. Reactant: [C:1]12([CH2:11][NH:12][C:13]([C:15]3[C:20]([Cl:21])=[CH:19][CH:18]=[C:17]([N:22]=[N+]=[N-])[N:16]=3)=[O:14])[CH2:10][CH:5]3[CH2:6][CH:7]([CH2:9][CH:3]([CH2:4]3)[CH2:2]1)[CH2:8]2.C1C=CC(P(C2C=CC=CC=2)C2C=CC=CC=2)=CC=1. (2) Reactant: C(OC([N:8]1[CH2:14][CH2:13][CH2:12][CH:11]([NH:15][C:16](=[O:35])[C@@H:17]([NH:22][C:23]([C:25]2[N:26]([CH3:34])[C:27]3[C:32]([CH:33]=2)=[CH:31][CH:30]=[CH:29][CH:28]=3)=[O:24])[CH2:18][CH:19]([CH3:21])[CH3:20])[CH2:10][CH2:9]1)=O)(C)(C)C.FC(F)(F)C(O)=O. Product: [NH:8]1[CH2:14][CH2:13][CH2:12][CH:11]([NH:15][C:16]([C@@H:17]([NH:22][C:23]([C:25]2[N:26]([CH3:34])[C:27]3[C:32]([CH:33]=2)=[CH:31][CH:30]=[CH:29][CH:28]=3)=[O:24])[CH2:18][CH:19]([CH3:21])[CH3:20])=[O:35])[CH2:10][CH2:9]1. The catalyst class is: 2. (3) Reactant: [CH3:1][C:2]1[CH:11]=[C:10]([N+:12]([O-])=O)[C:9]([CH3:15])=[CH:8][C:3]=1[C:4]([O:6][CH3:7])=[O:5].CO.[Cl-].[NH4+]. Product: [NH2:12][C:10]1[C:9]([CH3:15])=[CH:8][C:3]([C:4]([O:6][CH3:7])=[O:5])=[C:2]([CH3:1])[CH:11]=1. The catalyst class is: 739. (4) Reactant: [Si]([O:8][CH2:9][C@H:10]1[O:14][C@@H:13]([N:15]2[CH:22]=[CH:21][C:19](=[O:20])[NH:18][C:16]2=[O:17])[C@H:12]([O:23][CH3:24])[C@@H:11]1[O:25][C:26]([C:41]1[CH:46]=[CH:45][CH:44]=[CH:43][CH:42]=1)([C:35]1[CH:40]=[CH:39][CH:38]=[CH:37][CH:36]=1)[C:27]1[CH:32]=[CH:31][C:30]([O:33][CH3:34])=[CH:29][CH:28]=1)(C(C)(C)C)(C)C. The catalyst class is: 1. Product: [CH3:34][O:33][C:30]1[CH:29]=[CH:28][C:27]([C:26]([O:25][C@@H:11]2[C@@H:10]([CH2:9][OH:8])[O:14][C@@H:13]([N:15]3[CH:22]=[CH:21][C:19](=[O:20])[NH:18][C:16]3=[O:17])[C@@H:12]2[O:23][CH3:24])([C:35]2[CH:36]=[CH:37][CH:38]=[CH:39][CH:40]=2)[C:41]2[CH:42]=[CH:43][CH:44]=[CH:45][CH:46]=2)=[CH:32][CH:31]=1. (5) Reactant: [Cl-].[NH4+].[F:3][C:4]1[CH:28]=[CH:27][CH:26]=[CH:25][C:5]=1[O:6][C:7]1[CH:8]=[CH:9][C:10]([N+:22]([O-])=O)=[C:11]([CH2:13][NH:14][C:15](=[O:21])[O:16][C:17]([CH3:20])([CH3:19])[CH3:18])[CH:12]=1.C(O)C. Product: [NH2:22][C:10]1[CH:9]=[CH:8][C:7]([O:6][C:5]2[CH:25]=[CH:26][CH:27]=[CH:28][C:4]=2[F:3])=[CH:12][C:11]=1[CH2:13][NH:14][C:15](=[O:21])[O:16][C:17]([CH3:19])([CH3:18])[CH3:20]. The catalyst class is: 150. (6) Reactant: C1([Li])C=CC=CC=1.[Br-].[S:9]1[CH:13]=[CH:12][CH:11]=[C:10]1[CH2:14][P+](C1C=CC=CC=1)(C1C=CC=CC=1)C1C=CC=CC=1.[CH2:34]([N:38]([CH2:51][CH2:52][CH2:53][CH3:54])[C:39]1[CH:46]=[C:45]([O:47][CH3:48])[C:42]([CH:43]=O)=[C:41]([O:49][CH3:50])[CH:40]=1)[CH2:35][CH2:36][CH3:37].C(Cl)(Cl)Cl. Product: [CH2:34]([N:38]([CH2:51][CH2:52][CH2:53][CH3:54])[C:39]1[CH:46]=[C:45]([O:47][CH3:48])[C:42]([CH:43]=[CH:14][C:10]2[S:9][CH:13]=[CH:12][CH:11]=2)=[C:41]([O:49][CH3:50])[CH:40]=1)[CH2:35][CH2:36][CH3:37]. The catalyst class is: 7. (7) Reactant: [N:1]1[CH:2]=[CH:3][N:4]2[CH:9]=[CH:8][C:7]([CH2:10][NH:11][C:12]([C:14]3[S:18][C:17]([CH:19]4[CH2:23][CH2:22][NH:21][CH2:20]4)=[N:16][CH:15]=3)=[O:13])=[CH:6][C:5]=12.C(N(CC)CC)C.[CH3:31][CH:32]([CH3:38])[CH2:33][S:34](Cl)(=[O:36])=[O:35]. Product: [N:1]1[CH:2]=[CH:3][N:4]2[CH:9]=[CH:8][C:7]([CH2:10][NH:11][C:12]([C:14]3[S:18][C:17]([CH:19]4[CH2:23][CH2:22][N:21]([S:34]([CH2:33][CH:32]([CH3:38])[CH3:31])(=[O:36])=[O:35])[CH2:20]4)=[N:16][CH:15]=3)=[O:13])=[CH:6][C:5]=12. The catalyst class is: 35. (8) Reactant: [H-].[Na+].[C:3]([O:7][C:8]([N:10]1[CH2:14][C@@H:13]([OH:15])[C@H:12]([N:16]=[N+:17]=[N-:18])[CH2:11]1)=[O:9])([CH3:6])([CH3:5])[CH3:4].Br[CH2:20][C:21]#[C:22][C:23]1[CH:28]=[CH:27][CH:26]=[CH:25][C:24]=1[F:29].[NH4+].[Cl-]. Product: [C:3]([O:7][C:8]([N:10]1[CH2:14][C@@H:13]([O:15][CH2:20][C:21]#[C:22][C:23]2[CH:28]=[CH:27][CH:26]=[CH:25][C:24]=2[F:29])[C@H:12]([N:16]=[N+:17]=[N-:18])[CH2:11]1)=[O:9])([CH3:6])([CH3:4])[CH3:5]. The catalyst class is: 807.